From a dataset of Forward reaction prediction with 1.9M reactions from USPTO patents (1976-2016). Predict the product of the given reaction. (1) Given the reactants [CH3:1][O:2][C:3]([CH2:5][C:6]([CH2:8][C:9]([O:11][CH3:12])=[O:10])=[O:7])=[O:4].[N:13]1[CH:18]=[CH:17][CH:16]=[CH:15][C:14]=1[CH:19]=O.[NH2:21][CH2:22][C:23]1[CH:28]=[CH:27][CH:26]=[CH:25][N:24]=1, predict the reaction product. The product is: [N:13]1[CH:18]=[CH:17][CH:16]=[CH:15][C:14]=1[CH2:19][N:21]1[CH:22]([C:23]2[CH:28]=[CH:27][CH:26]=[CH:25][N:24]=2)[CH:8]([C:9]([O:11][CH3:12])=[O:10])[C:6](=[O:7])[CH:5]([C:3]([O:2][CH3:1])=[O:4])[CH:19]1[C:14]1[CH:15]=[CH:16][CH:17]=[CH:18][N:13]=1. (2) Given the reactants [Cl:1][C:2]1[CH:40]=[CH:39][C:5]2[N:6]([CH2:30][C:31]3[CH:36]=[CH:35][C:34]([O:37][CH3:38])=[CH:33][CH:32]=3)[C:7](=[O:29])[CH2:8][N:9]3[C:12](=[O:13])[C@@H:11]([O:14][C:15]4[N:20]=[C:19]([CH3:21])[CH:18]=[C:17]([CH3:22])[N:16]=4)[C@:10]3([C:23]3[CH:28]=[CH:27][CH:26]=[CH:25][CH:24]=3)[C:4]=2[CH:3]=1.[OH:41][Li].O, predict the reaction product. The product is: [Cl:1][C:2]1[CH:40]=[CH:39][C:5]2[N:6]([CH2:30][C:31]3[CH:32]=[CH:33][C:34]([O:37][CH3:38])=[CH:35][CH:36]=3)[C:7](=[O:29])[CH2:8][NH:9][C@@:10]([C@H:11]([O:14][C:15]3[N:20]=[C:19]([CH3:21])[CH:18]=[C:17]([CH3:22])[N:16]=3)[C:12]([OH:41])=[O:13])([C:23]3[CH:24]=[CH:25][CH:26]=[CH:27][CH:28]=3)[C:4]=2[CH:3]=1. (3) Given the reactants [CH2:1]([O:3][C:4]([C:6]1[C:7]2[CH2:13][NH:12][CH2:11][C:8]=2[NH:9][N:10]=1)=[O:5])[CH3:2].C(N(CC)CC)C.[CH2:21]([C:23]1[CH:28]=[CH:27][CH:26]=[C:25]([CH2:29][CH3:30])[C:24]=1[N:31]=[C:32]=[O:33])[CH3:22].O, predict the reaction product. The product is: [CH2:1]([O:3][C:4]([C:6]1[C:7]2[CH2:13][N:12]([C:32](=[O:33])[NH:31][C:24]3[C:25]([CH2:29][CH3:30])=[CH:26][CH:27]=[CH:28][C:23]=3[CH2:21][CH3:22])[CH2:11][C:8]=2[NH:9][N:10]=1)=[O:5])[CH3:2]. (4) The product is: [F:1][C:2]([F:13])([F:12])[C:3]1[N:4]=[CH:5][C:6]([C:29]2[C:41]3[C:40]4[C:35](=[CH:36][CH:37]=[CH:38][CH:39]=4)[NH:34][C:33]=3[CH:32]=[CH:31][CH:30]=2)=[CH:7][CH:8]=1. Given the reactants [F:1][C:2]([F:13])([F:12])[C:3]1[CH:8]=[CH:7][C:6](B(O)O)=[CH:5][N:4]=1.C(=O)([O-])[O-].[Cs+].[Cs+].ClCCl.FC(F)(F)S(O[C:29]1[C:41]2[C:40]3[C:35](=[CH:36][CH:37]=[CH:38][CH:39]=3)[NH:34][C:33]=2[CH:32]=[CH:31][CH:30]=1)(=O)=O, predict the reaction product. (5) Given the reactants [CH2:1]([O:3][C:4]([C:6]1[CH:7]=[N:8][C:9]([Cl:13])=[CH:10][C:11]=1[NH2:12])=[O:5])[CH3:2].N1C=CC=CC=1.[F:20][C:21]([F:32])([F:31])[C:22](O[C:22](=[O:23])[C:21]([F:32])([F:31])[F:20])=[O:23].O, predict the reaction product. The product is: [CH2:1]([O:3][C:4]([C:6]1[CH:7]=[N:8][C:9]([Cl:13])=[CH:10][C:11]=1[NH:12][C:22](=[O:23])[C:21]([F:32])([F:31])[F:20])=[O:5])[CH3:2]. (6) Given the reactants Br[C:2]1[CH:3]=[C:4]([C:8]2[N:13]=[C:12]([C:14]3[CH:19]=[CH:18][C:17]([C:20]([F:23])([F:22])[F:21])=[C:16]([CH3:24])[CH:15]=3)[CH:11]=[C:10]([CH3:25])[N:9]=2)[CH:5]=[CH:6][CH:7]=1.[C:26]([NH:30][S:31]([C:34]1[S:35][C:36](B2OC(C)(C)C(C)(C)O2)=[CH:37][CH:38]=1)(=[O:33])=[O:32])([CH3:29])([CH3:28])[CH3:27], predict the reaction product. The product is: [C:26]([NH:30][S:31]([C:34]1[S:35][C:36]([C:2]2[CH:7]=[CH:6][CH:5]=[C:4]([C:8]3[N:9]=[C:10]([CH3:25])[CH:11]=[C:12]([C:14]4[CH:19]=[CH:18][C:17]([C:20]([F:23])([F:22])[F:21])=[C:16]([CH3:24])[CH:15]=4)[N:13]=3)[CH:3]=2)=[CH:37][CH:38]=1)(=[O:32])=[O:33])([CH3:29])([CH3:27])[CH3:28]. (7) The product is: [F:16][C:15]1[C:7]2[C:6]3[NH:30][N:2]=[CH:4][C:5]=3[CH2:11][CH2:10][CH2:9][C:8]=2[CH:12]=[C:13]([N:17]2[CH2:21][C@H:20]([CH2:22][NH:23][C:24](=[O:26])[CH3:25])[O:19][C:18]2=[O:27])[CH:14]=1. Given the reactants C[N:2]([CH:4]=[C:5]1[CH2:11][CH2:10][CH2:9][C:8]2[CH:12]=[C:13]([N:17]3[CH2:21][C@H:20]([CH2:22][NH:23][C:24](=[O:26])[CH3:25])[O:19][C:18]3=[O:27])[CH:14]=[C:15]([F:16])[C:7]=2[C:6]1=O)C.O.[NH2:30]N, predict the reaction product. (8) Given the reactants [CH3:1][O:2][C:3]1[C:8]([OH:9])=[CH:7][CH:6]=[C:5](/[CH:10]=[CH:11]/[C:12]([CH2:14][C:15](/[CH:17]=[CH:18]/[C:19]2[CH:27]=[C:24]([O:25][CH3:26])[C:22]([OH:23])=[CH:21][CH:20]=2)=[O:16])=[O:13])[CH:4]=1.CC1C=CN=C(N)C=1C.C(N(CC)CC)C.C1(=O)[O:50][C:48](=[O:49])[CH2:47]CC1, predict the reaction product. The product is: [C:48]([OH:50])(=[O:49])[CH3:47].[CH3:26][O:25][C:24]1[C:22]([OH:23])=[CH:21][CH:20]=[C:19](/[CH:18]=[CH:17]/[C:15]([CH2:14][C:12](/[CH:11]=[CH:10]/[C:5]2[CH:4]=[C:3]([O:2][CH3:1])[C:8]([OH:9])=[CH:7][CH:6]=2)=[O:13])=[O:16])[CH:27]=1. (9) Given the reactants [NH2:1][NH:2][C:3]([C:5]1[N:10]=[CH:9][CH:8]=[CH:7][N:6]=1)=[NH:4].[CH2:11]([O:18][C:19]1[CH:26]=[CH:25][C:22]([CH:23]=O)=[C:21]([OH:27])[CH:20]=1)[C:12]1[CH:17]=[CH:16][CH:15]=[CH:14][CH:13]=1, predict the reaction product. The product is: [CH2:11]([O:18][C:19]1[CH:26]=[CH:25][C:22]([C:23]2[NH:1][N:2]=[C:3]([C:5]3[N:10]=[CH:9][CH:8]=[CH:7][N:6]=3)[N:4]=2)=[C:21]([OH:27])[CH:20]=1)[C:12]1[CH:13]=[CH:14][CH:15]=[CH:16][CH:17]=1.